Dataset: NCI-60 drug combinations with 297,098 pairs across 59 cell lines. Task: Regression. Given two drug SMILES strings and cell line genomic features, predict the synergy score measuring deviation from expected non-interaction effect. (1) Drug 1: CC(C1=C(C=CC(=C1Cl)F)Cl)OC2=C(N=CC(=C2)C3=CN(N=C3)C4CCNCC4)N. Drug 2: COC1=CC(=CC(=C1O)OC)C2C3C(COC3=O)C(C4=CC5=C(C=C24)OCO5)OC6C(C(C7C(O6)COC(O7)C8=CC=CS8)O)O. Cell line: BT-549. Synergy scores: CSS=25.4, Synergy_ZIP=0.750, Synergy_Bliss=-1.64, Synergy_Loewe=-19.5, Synergy_HSA=-4.72. (2) Drug 1: C1=CC=C(C(=C1)C(C2=CC=C(C=C2)Cl)C(Cl)Cl)Cl. Drug 2: C1CC(=O)NC(=O)C1N2C(=O)C3=CC=CC=C3C2=O. Cell line: MDA-MB-231. Synergy scores: CSS=1.03, Synergy_ZIP=6.05, Synergy_Bliss=1.26, Synergy_Loewe=0.363, Synergy_HSA=-0.302.